This data is from Reaction yield outcomes from USPTO patents with 853,638 reactions. The task is: Predict the reaction yield, written as a fraction of the theoretical maximum amount of product (1.0 means a 100% yield; for example, 0.34 means a 34% yield). (1) The reactants are Br[C:2]1[CH:3]=[N:4][C:5]([N:8]2[CH2:13][CH2:12][CH:11]([C:14]3[C:23]([CH:24]([F:35])[C:25]4[CH:30]=[CH:29][C:28]([C:31]([F:34])([F:33])[F:32])=[CH:27][CH:26]=4)=[C:22]([CH:36]4[CH2:41][CH2:40][C:39]([F:43])([F:42])[CH2:38][CH2:37]4)[C:21]4[CH:20]([O:44][CH2:45][C:46]5[CH:51]=[CH:50][C:49]([O:52][CH3:53])=[CH:48][CH:47]=5)[CH2:19][C:18]([CH3:55])([CH3:54])[CH2:17][C:16]=4[N:15]=3)[CH2:10][CH2:9]2)=[N:6][CH:7]=1.[NH:56]1[CH2:61][CH2:60][O:59][CH2:58][CH2:57]1.C(O[Na])(C)(C)C.C1(P(C2CCCCC2)C2C=CC=CC=2C2C(C(C)C)=CC(C(C)C)=CC=2C(C)C)CCCCC1. The catalyst is C1(C)C=CC=CC=1.C([O-])(=O)C.[Pd+2].C([O-])(=O)C.O.C(O)(C)(C)C. The product is [F:42][C:39]1([F:43])[CH2:40][CH2:41][CH:36]([C:22]2[C:21]3[CH:20]([O:44][CH2:45][C:46]4[CH:47]=[CH:48][C:49]([O:52][CH3:53])=[CH:50][CH:51]=4)[CH2:19][C:18]([CH3:54])([CH3:55])[CH2:17][C:16]=3[N:15]=[C:14]([CH:11]3[CH2:10][CH2:9][N:8]([C:5]4[N:4]=[CH:3][C:2]([N:56]5[CH2:61][CH2:60][O:59][CH2:58][CH2:57]5)=[CH:7][N:6]=4)[CH2:13][CH2:12]3)[C:23]=2[CH:24]([F:35])[C:25]2[CH:26]=[CH:27][C:28]([C:31]([F:33])([F:32])[F:34])=[CH:29][CH:30]=2)[CH2:37][CH2:38]1. The yield is 0.840. (2) The reactants are [N:1]1([C:7]2[CH:12]=[CH:11][C:10]([NH:13][C:14]([C:16]3[CH:25]=[C:24]([O:26]COCC[Si](C)(C)C)[C:23]4[C:18](=[C:19]([N:37]5[CH2:43][CH2:42][CH2:41][N:40]([CH3:44])[CH2:39][CH2:38]5)[CH:20]=[C:21]([O:35][CH3:36])[CH:22]=4)[N:17]=3)=[O:15])=[CH:9][CH:8]=2)[CH2:6][CH2:5][O:4][CH2:3][CH2:2]1.Cl.[OH-].[Na+]. The catalyst is CO. The product is [N:1]1([C:7]2[CH:8]=[CH:9][C:10]([NH:13][C:14]([C:16]3[NH:17][C:18]4[C:23]([C:24](=[O:26])[CH:25]=3)=[CH:22][C:21]([O:35][CH3:36])=[CH:20][C:19]=4[N:37]3[CH2:43][CH2:42][CH2:41][N:40]([CH3:44])[CH2:39][CH2:38]3)=[O:15])=[CH:11][CH:12]=2)[CH2:6][CH2:5][O:4][CH2:3][CH2:2]1. The yield is 0.800. (3) The reactants are C([O:8][C:9]1[CH:14]=[CH:13][C:12]([C:15]2[C:16](=[O:29])[N:17]([CH3:28])[C:18]([NH:21][C:22]3[CH:27]=[CH:26][CH:25]=[CH:24][CH:23]=3)=[N:19][CH:20]=2)=[CH:11][C:10]=1[F:30])C1C=CC=CC=1. The catalyst is C(O)(C(F)(F)F)=O. The product is [F:30][C:10]1[CH:11]=[C:12]([C:15]2[C:16](=[O:29])[N:17]([CH3:28])[C:18]([NH:21][C:22]3[CH:27]=[CH:26][CH:25]=[CH:24][CH:23]=3)=[N:19][CH:20]=2)[CH:13]=[CH:14][C:9]=1[OH:8]. The yield is 1.00. (4) The catalyst is C1(C)C=CC=CC=1.C1COCC1. The product is [N:51]([C@@H:23]1[CH2:24][C:25]2[C:30](=[CH:29][CH:28]=[CH:27][CH:26]=2)[C@H:22]1[NH:21][C:5]1[C:4]([CH:1]2[CH2:3][CH2:2]2)=[N:9][C:8]([C:10]2[CH:15]=[CH:14][C:13]([Cl:16])=[CH:12][C:11]=2[Cl:17])=[C:7]([CH:18]2[CH2:19][CH2:20]2)[N:6]=1)=[N+:52]=[N-:53]. The reactants are [CH:1]1([C:4]2[C:5]([NH:21][C@@H:22]3[C:30]4[C:25](=[CH:26][CH:27]=[CH:28][CH:29]=4)[CH2:24][C@@H:23]3O)=[N:6][C:7]([CH:18]3[CH2:20][CH2:19]3)=[C:8]([C:10]3[CH:15]=[CH:14][C:13]([Cl:16])=[CH:12][C:11]=3[Cl:17])[N:9]=2)[CH2:3][CH2:2]1.C1C=CC(P(C2C=CC=CC=2)C2C=CC=CC=2)=CC=1.[NH:51]=[N+:52]=[N-:53].CCOC(/N=N/C(OCC)=O)=O. The yield is 0.780. (5) The reactants are [CH3:1][C@@H:2]1[N:23]2[C:6]3[C:7]([C:19]([C:21]([C:24]([OH:26])=[O:25])=[CH:22]2)=[O:20])=[CH:8][C:9]([F:18])=[C:10]([N:11]2[CH2:16][CH2:15][N:14]([CH3:17])[CH2:13][CH2:12]2)[C:5]=3[O:4][CH2:3]1.[OH2:27]. The catalyst is CS(C)=O. The product is [CH3:1][C@@H:2]1[N:23]2[CH:22]=[C:21]([C:24]([OH:26])=[O:25])[C:19]([C:7]3=[CH:8][C:9]([F:18])=[C:10]([N:11]4[CH2:16][CH2:15][N:14]([CH3:17])[CH2:13][CH2:12]4)[C:5](=[C:6]23)[O:4][CH2:3]1)=[O:20].[CH3:1][C@@H:2]1[N:23]2[CH:22]=[C:21]([C:24]([OH:26])=[O:25])[C:19]([C:7]3=[CH:8][C:9]([F:18])=[C:10]([N:11]4[CH2:16][CH2:15][N:14]([CH3:17])[CH2:13][CH2:12]4)[C:5](=[C:6]23)[O:4][CH2:3]1)=[O:20].[OH2:27]. The yield is 0.840. (6) The yield is 0.440. The reactants are [C:1]([C:3]1[CH:4]=[C:5](Br)[CH:6]=[C:7]([F:9])[CH:8]=1)#[N:2].[NH:11]1[C:19]2[C:14](=[CH:15][CH:16]=[CH:17][CH:18]=2)[C:13]2([CH:23](B(O)O)[CH2:22][CH2:21][CH2:20]2)[C:12]1=[O:27].C(=O)([O-])[O-].[Na+].[Na+].[OH-].[Na+]. The product is [C:1]([C:3]1[CH:4]=[C:5]([C:16]2[CH:15]=[C:14]3[C:19](=[CH:18][CH:17]=2)[NH:11][C:12](=[O:27])[C:13]23[CH2:23][CH2:22][CH2:21][CH2:20]2)[CH:6]=[C:7]([F:9])[CH:8]=1)#[N:2]. The catalyst is COCCOC.O.C1C=CC([P]([Pd]([P](C2C=CC=CC=2)(C2C=CC=CC=2)C2C=CC=CC=2)([P](C2C=CC=CC=2)(C2C=CC=CC=2)C2C=CC=CC=2)[P](C2C=CC=CC=2)(C2C=CC=CC=2)C2C=CC=CC=2)(C2C=CC=CC=2)C2C=CC=CC=2)=CC=1. (7) The reactants are [F:1][C:2]1[CH:3]=[CH:4][C:5]([OH:11])=[C:6]([C:8](=[O:10])[CH3:9])[CH:7]=1.Br[CH2:13][C:14]([O:16]C)=[O:15].C(=O)([O-])[O-].[K+].[K+].[OH-].[Na+]. The catalyst is CN(C)C=O.C(O)C.O1CCCC1. The product is [C:8]([C:6]1[CH:7]=[C:2]([F:1])[CH:3]=[CH:4][C:5]=1[O:11][CH2:13][C:14]([OH:16])=[O:15])(=[O:10])[CH3:9]. The yield is 0.690.